This data is from Aqueous solubility values for 9,982 compounds from the AqSolDB database. The task is: Regression/Classification. Given a drug SMILES string, predict its absorption, distribution, metabolism, or excretion properties. Task type varies by dataset: regression for continuous measurements (e.g., permeability, clearance, half-life) or binary classification for categorical outcomes (e.g., BBB penetration, CYP inhibition). For this dataset (solubility_aqsoldb), we predict Y. (1) The compound is Nc1c(-c2nc3cc4c(cc3o2)C(=O)c2ccccc2C4=O)ccc2c1C(=O)c1ccccc1C2=O. The Y is -5.50 log mol/L. (2) The drug is O=C(O)COc1cc(Cl)ccc1Cl. The Y is -2.62 log mol/L. (3) The drug is CCCCC(CC)CNC(=O)c1ccc(N/N=C2\C(=O)N(C)C(=O)C(C#N)=C2C)cc1. The Y is -7.02 log mol/L.